From a dataset of Forward reaction prediction with 1.9M reactions from USPTO patents (1976-2016). Predict the product of the given reaction. (1) Given the reactants [C:1]([O:4][CH2:5][C:6]1[C:11]([N:12]2[CH2:24][CH2:23][N:15]3[C:16]4[CH2:17][CH2:18][CH2:19][CH2:20][C:21]=4[CH:22]=[C:14]3[C:13]2=[O:25])=[CH:10][C:9]([F:26])=[CH:8][C:7]=1N1CCN2C3CCCCC=3C=C2C1=O)(=[O:3])[CH3:2].Br[C:42]1[CH:43]=[C:44]([NH:50][C:51]2[CH:55]=[C:54]([CH2:56][O:57][CH3:58])[N:53]([CH3:59])[N:52]=2)[C:45](=[O:49])[N:46]([CH3:48])[CH:47]=1.C([O-])([O-])=O.[Na+].[Na+], predict the reaction product. The product is: [C:1]([O:4][CH2:5][C:6]1[C:11]([N:12]2[CH2:24][CH2:23][N:15]3[C:20]4[CH2:19][CH2:18][CH2:17][CH2:16][C:21]=4[CH:22]=[C:14]3[C:13]2=[O:25])=[CH:10][C:9]([F:26])=[CH:8][C:7]=1[C:42]1[CH:43]=[C:44]([NH:50][C:51]2[CH:55]=[C:54]([CH2:56][O:57][CH3:58])[N:53]([CH3:59])[N:52]=2)[C:45](=[O:49])[N:46]([CH3:48])[CH:47]=1)(=[O:3])[CH3:2]. (2) Given the reactants [Cl:1][C:2]1[CH:3]=[C:4]([CH:6]=[C:7]([Cl:9])[CH:8]=1)[NH2:5].[CH2:10](C(=O)C([O-])=O)[CH3:11].[C:17]1([O:26][CH3:27])[CH:25]=[CH:24][C:20]([CH:21]=[CH:22][CH3:23])=[CH:19][CH:18]=1.F[C:29](F)(F)[C:30]([OH:32])=[O:31], predict the reaction product. The product is: [CH2:10]([O:32][C:30]([CH:29]1[CH:22]([CH3:23])[CH:21]([C:20]2[CH:24]=[CH:25][C:17]([O:26][CH3:27])=[CH:18][CH:19]=2)[C:3]2[C:4](=[CH:6][C:7]([Cl:9])=[CH:8][C:2]=2[Cl:1])[NH:5]1)=[O:31])[CH3:11]. (3) Given the reactants Cl[C:2]1[N:7]=[C:6]([O:8][CH3:9])[N:5]=[C:4]([NH:10][C:11]2[CH:16]=[CH:15][C:14]([N:17]3[CH:21]=[C:20]([CH3:22])[N:19]=[CH:18]3)=[C:13]([O:23][CH3:24])[CH:12]=2)[N:3]=1.[OH:25][C:26]1[CH:31]=[CH:30][CH:29]=[CH:28][C:27]=1[C:32]([F:35])([F:34])[F:33].C(=O)([O-])[O-].[K+].[K+].O, predict the reaction product. The product is: [CH3:24][O:23][C:13]1[CH:12]=[C:11]([NH:10][C:4]2[N:5]=[C:6]([O:8][CH3:9])[N:7]=[C:2]([O:25][C:26]3[CH:31]=[CH:30][CH:29]=[CH:28][C:27]=3[C:32]([F:33])([F:34])[F:35])[N:3]=2)[CH:16]=[CH:15][C:14]=1[N:17]1[CH:21]=[C:20]([CH3:22])[N:19]=[CH:18]1. (4) Given the reactants [CH3:1][O:2][CH2:3][CH2:4][N:5]1[C:9]([CH3:10])=[C:8]([CH3:11])[S:7][C:6]1=[NH:12].CCN(CC)CC.[Cl:20][C:21]1[CH:29]=[CH:28][CH:27]=[CH:26][C:22]=1[C:23](Cl)=[O:24], predict the reaction product. The product is: [Cl:20][C:21]1[CH:29]=[CH:28][CH:27]=[CH:26][C:22]=1[C:23](/[N:12]=[C:6]1\[S:7][C:8]([CH3:11])=[C:9]([CH3:10])[N:5]\1[CH2:4][CH2:3][O:2][CH3:1])=[O:24]. (5) Given the reactants Br[C:2]1[CH:3]=[C:4]([NH:16][C:17]2[C:26]3[C:21](=[CH:22][C:23]([F:28])=[CH:24][C:25]=3[F:27])[N:20]=[C:19]([C:29]3[CH:34]=[CH:33][CH:32]=[CH:31][N:30]=3)[C:18]=2[CH3:35])[C:5]([C:8]2[CH:9]=[N:10][C:11]([O:14][CH3:15])=[CH:12][CH:13]=2)=[N:6][CH:7]=1.C1(P(C2CCCCC2)C2(C(C)C)CC(C(C)C)=CC(C(C)C)=C2C2C=CC=CC=2)CCCCC1.CC(C1C=C(C(C)C)C(C2C=CC=CC=2P(C2CCCCC2)C2CCCCC2)=C(C(C)C)C=1)C.[NH:104]1[CH2:109][CH2:108][O:107][CH2:106][CH2:105]1.CC(C)([O-])C.[Na+], predict the reaction product. The product is: [F:27][C:25]1[CH:24]=[C:23]([F:28])[CH:22]=[C:21]2[C:26]=1[C:17]([NH:16][C:4]1[C:5]([C:8]3[CH:9]=[N:10][C:11]([O:14][CH3:15])=[CH:12][CH:13]=3)=[N:6][CH:7]=[CH:2][C:3]=1[N:104]1[CH2:109][CH2:108][O:107][CH2:106][CH2:105]1)=[C:18]([CH3:35])[C:19]([C:29]1[CH:34]=[CH:33][CH:32]=[CH:31][N:30]=1)=[N:20]2. (6) Given the reactants [NH2:1][C:2]1[CH:33]=[CH:32][C:5]([C:6]([NH:8][C@H:9]2[CH2:14][CH2:13][CH2:12][C@@H:11]([NH:15][C:16]3[N:21]=[C:20]([C:22]4[C:30]5[C:25](=[CH:26][CH:27]=[CH:28][CH:29]=5)[NH:24][CH:23]=4)[C:19]([Cl:31])=[CH:18][N:17]=3)[CH2:10]2)=[O:7])=[CH:4][CH:3]=1.CCN(C(C)C)C(C)C.[CH3:43][C:44]([CH3:49])=[CH:45][C:46](Cl)=[O:47], predict the reaction product. The product is: [Cl:31][C:19]1[C:20]([C:22]2[C:30]3[C:25](=[CH:26][CH:27]=[CH:28][CH:29]=3)[NH:24][CH:23]=2)=[N:21][C:16]([NH:15][C@@H:11]2[CH2:12][CH2:13][CH2:14][C@H:9]([NH:8][C:6](=[O:7])[C:5]3[CH:32]=[CH:33][C:2]([NH:1][C:46](=[O:47])[CH:45]=[C:44]([CH3:49])[CH3:43])=[CH:3][CH:4]=3)[CH2:10]2)=[N:17][CH:18]=1. (7) Given the reactants [N:1]1[N:2]=[C:3]([C:8]2[N:9]=[N:10][CH:11]=[CH:12][CH:13]=2)[C:4](=O)[CH2:5][CH:6]=1.[SnH3][C:15]1[CH:20]=[CH:19][CH:18]=[CH:17][N:16]=1, predict the reaction product. The product is: [N:16]1[CH:17]=[CH:18][CH:19]=[CH:20][C:15]=1[C:6]1[N:1]=[N:2][C:3]([C:8]2[N:9]=[N:10][C:11]([C:15]3[CH:20]=[CH:19][CH:18]=[CH:17][N:16]=3)=[CH:12][CH:13]=2)=[CH:4][CH:5]=1. (8) Given the reactants Cl.Cl.[CH3:3][N:4]([CH2:6][C:7]1[CH:8]=[C:9]([O:22]C)[C:10]2[C:19]3[NH:18][CH2:17][CH2:16][CH2:15][C:14]=3[C:13](=[O:20])[NH:12][C:11]=2[CH:21]=1)[CH3:5].B(Br)(Br)Br.O, predict the reaction product. The product is: [CH3:5][N:4]([CH2:6][C:7]1[CH:8]=[C:9]([OH:22])[C:10]2[C:19]3[NH:18][CH2:17][CH2:16][CH2:15][C:14]=3[C:13](=[O:20])[NH:12][C:11]=2[CH:21]=1)[CH3:3]. (9) The product is: [Cl:29][CH2:20][C:17]1[CH:18]=[CH:19][C:14]([O:13][CH2:12][C:10]2[N:11]=[C:7]([C:1]3[CH:6]=[CH:5][CH:4]=[CH:3][CH:2]=3)[S:8][CH:9]=2)=[CH:15][CH:16]=1. Given the reactants [C:1]1([C:7]2[S:8][CH:9]=[C:10]([CH2:12][O:13][C:14]3[CH:19]=[CH:18][C:17]([CH2:20]O)=[CH:16][CH:15]=3)[N:11]=2)[CH:6]=[CH:5][CH:4]=[CH:3][CH:2]=1.CN(C)C=O.S(Cl)([Cl:29])=O.C(OCC)(=O)C, predict the reaction product. (10) Given the reactants [F:1][C:2]1[CH:3]=[C:4]([SH:10])[CH:5]=[CH:6][C:7]=1[NH:8][CH3:9].[Cl:11][C:12]([Cl:16])=[CH:13][CH2:14]Cl.C(=O)([O-])[O-].[K+].[K+], predict the reaction product. The product is: [Cl:11][C:12]([Cl:16])=[CH:13][CH2:14][S:10][C:4]1[CH:5]=[CH:6][C:7]([NH:8][CH3:9])=[C:2]([F:1])[CH:3]=1.